This data is from NCI-60 drug combinations with 297,098 pairs across 59 cell lines. The task is: Regression. Given two drug SMILES strings and cell line genomic features, predict the synergy score measuring deviation from expected non-interaction effect. (1) Drug 1: CC1=C(C(=CC=C1)Cl)NC(=O)C2=CN=C(S2)NC3=CC(=NC(=N3)C)N4CCN(CC4)CCO. Drug 2: CC1C(C(CC(O1)OC2CC(CC3=C2C(=C4C(=C3O)C(=O)C5=CC=CC=C5C4=O)O)(C(=O)C)O)N)O. Cell line: HOP-92. Synergy scores: CSS=76.0, Synergy_ZIP=27.8, Synergy_Bliss=25.1, Synergy_Loewe=28.3, Synergy_HSA=29.2. (2) Drug 1: CC1=C(C(CCC1)(C)C)C=CC(=CC=CC(=CC(=O)O)C)C. Drug 2: CC1=C(C(=CC=C1)Cl)NC(=O)C2=CN=C(S2)NC3=CC(=NC(=N3)C)N4CCN(CC4)CCO. Cell line: OVCAR-5. Synergy scores: CSS=8.22, Synergy_ZIP=-0.717, Synergy_Bliss=1.12, Synergy_Loewe=-3.42, Synergy_HSA=-1.61. (3) Drug 1: C1CC(=O)NC(=O)C1N2C(=O)C3=CC=CC=C3C2=O. Drug 2: C(CCl)NC(=O)N(CCCl)N=O. Cell line: SNB-19. Synergy scores: CSS=5.26, Synergy_ZIP=-3.57, Synergy_Bliss=-3.75, Synergy_Loewe=-2.23, Synergy_HSA=-2.17.